From a dataset of Forward reaction prediction with 1.9M reactions from USPTO patents (1976-2016). Predict the product of the given reaction. (1) Given the reactants [CH2:1]([O:3][CH:4]([O:18][CH2:19][CH3:20])/[N:5]=[CH:6]/[C:7]1[CH:12]=[CH:11][CH:10]=[C:9]([O:13][CH2:14][CH3:15])[C:8]=1[O:16][CH3:17])[CH3:2].[BH4-].[Na+].O, predict the reaction product. The product is: [CH2:1]([O:3][CH:4]([O:18][CH2:19][CH3:20])[NH:5][CH2:6][C:7]1[CH:12]=[CH:11][CH:10]=[C:9]([O:13][CH2:14][CH3:15])[C:8]=1[O:16][CH3:17])[CH3:2]. (2) Given the reactants [F:1][C:2]([F:30])([F:29])[C:3]([N:5]1[CH2:10][CH:9]=[C:8]([C:11]2[C:19]3[C:14](=[CH:15][CH:16]=[CH:17][CH:18]=3)[N:13]([C:20]3[CH:25]=[CH:24][C:23]([N+:26]([O-])=O)=[CH:22][CH:21]=3)[CH:12]=2)[CH2:7][CH2:6]1)=O, predict the reaction product. The product is: [F:30][C:2]([F:1])([F:29])[CH2:3][N:5]1[CH2:6][CH:7]=[C:8]([C:11]2[C:19]3[C:14](=[CH:15][CH:16]=[CH:17][CH:18]=3)[N:13]([C:20]3[CH:21]=[CH:22][C:23]([NH2:26])=[CH:24][CH:25]=3)[CH:12]=2)[CH2:9][CH2:10]1.